From a dataset of Catalyst prediction with 721,799 reactions and 888 catalyst types from USPTO. Predict which catalyst facilitates the given reaction. (1) Reactant: [CH3:1][O:2][C:3]([C:5]1[N:6]=[CH:7][N:8]([C:10]2[CH:15]=[C:14]([C:16]([O:18][CH3:19])=[O:17])[C:13]([N+:20]([O-])=O)=[CH:12][C:11]=2[C:23]([F:26])([F:25])[F:24])[CH:9]=1)=[O:4]. Product: [CH3:1][O:2][C:3]([C:5]1[N:6]=[CH:7][N:8]([C:10]2[CH:15]=[C:14]([C:16]([O:18][CH3:19])=[O:17])[C:13]([NH2:20])=[CH:12][C:11]=2[C:23]([F:25])([F:26])[F:24])[CH:9]=1)=[O:4]. The catalyst class is: 19. (2) Reactant: Cl.C([N:4]=C=NCCCN(C)C)C.[C:13]([C:15]1[CH:16]=[CH:17][C:18]([O:21][CH2:22][CH:23]2[CH2:27][N:26]([CH:28]3[CH:33]4[CH2:34][CH2:35][CH2:36][CH:29]3[CH2:30][CH:31]([C:37]([OH:39])=O)[CH2:32]4)[C:25](=[O:40])[C:24]2([CH3:42])[CH3:41])=[N:19][CH:20]=1)#[N:14].O.ON1C2C=CC=CC=2N=N1.C(N(C(C)C)CC)(C)C.N. Product: [C:13]([C:15]1[CH:16]=[CH:17][C:18]([O:21][CH2:22][CH:23]2[CH2:27][N:26]([CH:28]3[CH:29]4[CH2:36][CH2:35][CH2:34][CH:33]3[CH2:32][CH:31]([C:37]([NH2:4])=[O:39])[CH2:30]4)[C:25](=[O:40])[C:24]2([CH3:41])[CH3:42])=[N:19][CH:20]=1)#[N:14]. The catalyst class is: 4. (3) Reactant: [Cl:1][C:2]1[CH:3]=[C:4]([N:8]2[C:13](=[O:14])[C:12](OS(C3C=CC(C)=CC=3)(=O)=O)=[C:11]([C:26]3[CH:31]=[CH:30][C:29]([S:32]([CH3:35])(=[O:34])=[O:33])=[CH:28][CH:27]=3)[CH:10]=[N:9]2)[CH:5]=[CH:6][CH:7]=1.[CH2:36]([SH:43])[C:37]1[CH:42]=[CH:41][CH:40]=[CH:39][CH:38]=1.O. Product: [Cl:1][C:2]1[CH:3]=[C:4]([N:8]2[C:13](=[O:14])[C:12]([S:43][CH2:36][C:37]3[CH:42]=[CH:41][CH:40]=[CH:39][CH:38]=3)=[C:11]([C:26]3[CH:31]=[CH:30][C:29]([S:32]([CH3:35])(=[O:34])=[O:33])=[CH:28][CH:27]=3)[CH:10]=[N:9]2)[CH:5]=[CH:6][CH:7]=1. The catalyst class is: 1. (4) Product: [N:1]1([C:6]2[N:11]=[N:10][C:9]([CH2:12][C:13]([OH:15])=[O:14])=[CH:8][CH:7]=2)[CH:5]=[N:4][N:3]=[N:2]1. Reactant: [N:1]1([C:6]2[N:11]=[N:10][C:9]([CH2:12][C:13]([O:15]C)=[O:14])=[CH:8][CH:7]=2)[CH:5]=[N:4][N:3]=[N:2]1.[Li+].[OH-]. The catalyst class is: 1. (5) Product: [Cl:21][C:22]1[N:27]=[C:26]([N:11]2[C:10]3[CH:12]=[CH:13][CH:14]=[CH:15][C:9]=3[N:8]=[C:7]2[O:6][C:5]2[C:16]([CH3:20])=[CH:17][CH:18]=[CH:19][C:4]=2[CH3:3])[CH:25]=[CH:24][N:23]=1. The catalyst class is: 9. Reactant: [H-].[Na+].[CH3:3][C:4]1[CH:19]=[CH:18][CH:17]=[C:16]([CH3:20])[C:5]=1[O:6][C:7]1[NH:11][C:10]2[CH:12]=[CH:13][CH:14]=[CH:15][C:9]=2[N:8]=1.[Cl:21][C:22]1[N:27]=[C:26](Cl)[CH:25]=[CH:24][N:23]=1.[Cl-].[NH4+].